This data is from Forward reaction prediction with 1.9M reactions from USPTO patents (1976-2016). The task is: Predict the product of the given reaction. (1) Given the reactants [Cl:1][C:2]1[C:11]2[C:6](=[CH:7][CH:8]=[CH:9][CH:10]=2)[C:5]([OH:12])=[C:4]([C:13](=[O:15])[CH3:14])[CH:3]=1.C(N(CC)C(C)C)(C)C.[F:25][C:26]([F:39])([F:38])[S:27](O[S:27]([C:26]([F:39])([F:38])[F:25])(=[O:29])=[O:28])(=[O:29])=[O:28], predict the reaction product. The product is: [F:25][C:26]([F:39])([F:38])[S:27]([O:12][C:5]1[C:6]2[C:11](=[CH:10][CH:9]=[CH:8][CH:7]=2)[C:2]([Cl:1])=[CH:3][C:4]=1[C:13](=[O:15])[CH3:14])(=[O:29])=[O:28]. (2) Given the reactants [NH2:1][C:2]1[CH:3]=[C:4]2[C:8](=[CH:9][C:10]=1[OH:11])[NH:7][C:6]([C:12]([O:14][CH3:15])=[O:13])=[CH:5]2.[O:16]1CC[CH2:18][CH2:17]1.C(=O)([O-])O.[Na+].ClCC(Cl)=O.C(=O)([O-])[O-].[K+].[K+], predict the reaction product. The product is: [O:16]=[C:17]1[CH2:18][O:11][C:10]2[CH:9]=[C:8]3[NH:7][C:6]([C:12]([O:14][CH3:15])=[O:13])=[CH:5][C:4]3=[CH:3][C:2]=2[NH:1]1. (3) Given the reactants Cl.[OH:2][C@@H:3]([C:18]1[CH:23]=[CH:22][CH:21]=[CH:20][CH:19]=1)[C@@H:4]([C:8]1[CH:17]=[CH:16][C:15]2[C:10](=[CH:11][CH:12]=[CH:13][CH:14]=2)[CH:9]=1)[CH2:5][NH:6][CH3:7].C(N(S(F)(F)F)CC)C, predict the reaction product. The product is: [OH:2][C@@H:3]([C:18]1[CH:23]=[CH:22][CH:21]=[CH:20][CH:19]=1)[C@@H:4]([C:8]1[CH:17]=[CH:16][C:15]2[C:10](=[CH:11][CH:12]=[CH:13][CH:14]=2)[CH:9]=1)[CH2:5][NH:6][CH3:7]. (4) Given the reactants [CH3:1][NH:2][CH:3]([CH3:16])[CH2:4][CH2:5][CH:6]([N+:13]([O-:15])=[O:14])[C:7]1[CH:12]=[CH:11][CH:10]=[CH:9][CH:8]=1.[CH2:17]=O.S([O-])([O-])(=O)=O.[Na+].[Na+], predict the reaction product. The product is: [CH3:1][N:2]1[CH2:17][C:6]([N+:13]([O-:15])=[O:14])([C:7]2[CH:12]=[CH:11][CH:10]=[CH:9][CH:8]=2)[CH2:5][CH2:4][CH:3]1[CH3:16]. (5) Given the reactants [Cl:1][C:2]1[N:7]=[C:6]([NH:8][NH:9][C:10](=[O:29])[C@H:11]([CH2:23][CH:24]2[CH2:28][CH2:27][CH2:26][CH2:25]2)[CH2:12][N:13]([O:16]C2CCCCO2)[CH:14]=[O:15])[C:5]([F:30])=[C:4]([N:31]2[CH2:37][CH:36]([N:38]([CH3:40])[CH3:39])[C:33]3([CH2:35][CH2:34]3)[CH2:32]2)[N:3]=1, predict the reaction product. The product is: [Cl:1][C:2]1[N:7]=[C:6]([NH:8][NH:9][C:10](=[O:29])[C@H:11]([CH2:23][CH:24]2[CH2:25][CH2:26][CH2:27][CH2:28]2)[CH2:12][N:13]([OH:16])[CH:14]=[O:15])[C:5]([F:30])=[C:4]([N:31]2[CH2:37][CH:36]([N:38]([CH3:40])[CH3:39])[C:33]3([CH2:35][CH2:34]3)[CH2:32]2)[N:3]=1. (6) The product is: [NH2:19][CH2:18][CH2:17][CH2:16][N:15]([CH2:38][C:39]1[CH:44]=[CH:43][CH:42]=[CH:41][CH:40]=1)[C@@H:12]([C:8]1[N:7]([NH:30][C:31]2[CH:32]=[CH:33][CH:34]=[CH:35][CH:36]=2)[C:6](=[O:37])[C:5]2[C:10](=[CH:11][C:2]([Cl:1])=[CH:3][CH:4]=2)[N:9]=1)[CH2:13][CH3:14]. Given the reactants [Cl:1][C:2]1[CH:11]=[C:10]2[C:5]([C:6](=[O:37])[N:7]([NH:30][C:31]3[CH:36]=[CH:35][CH:34]=[CH:33][CH:32]=3)[C:8]([C@H:12]([NH:15][CH2:16][CH2:17][CH2:18][N:19]3C(=O)C4C(=CC=CC=4)C3=O)[CH2:13][CH3:14])=[N:9]2)=[CH:4][CH:3]=1.[CH:38](=O)[C:39]1[CH:44]=[CH:43][CH:42]=[CH:41][CH:40]=1, predict the reaction product. (7) Given the reactants [CH:1]1([N:6]2[C:11]3[N:12]=[C:13]([S:16][CH3:17])[N:14]=[CH:15][C:10]=3[C:9]([CH3:18])=[CH:8][C:7]2=[O:19])[CH2:5][CH2:4][CH2:3][CH2:2]1.II.FC(F)(F)C(OC1C(OC(=O)C(F)(F)F)=C([I:33])C=CC=1)=O.S([O-])([O-])(=O)=S.[Na+].[Na+], predict the reaction product. The product is: [CH:1]1([N:6]2[C:11]3[N:12]=[C:13]([S:16][CH3:17])[N:14]=[CH:15][C:10]=3[C:9]([CH3:18])=[C:8]([I:33])[C:7]2=[O:19])[CH2:2][CH2:3][CH2:4][CH2:5]1. (8) Given the reactants [CH2:1]([O:3][C:4](=[O:18])[CH2:5][CH2:6][C@@H:7]([NH:10][C:11]([O:13][C:14]([CH3:17])([CH3:16])[CH3:15])=[O:12])[CH2:8][OH:9])[CH3:2].C(N(CC)CC)C.CS(C)=O.Cl, predict the reaction product. The product is: [CH2:1]([O:3][C:4](=[O:18])[CH2:5][CH2:6][C@@H:7]([NH:10][C:11]([O:13][C:14]([CH3:17])([CH3:16])[CH3:15])=[O:12])[CH:8]=[O:9])[CH3:2]. (9) Given the reactants [Cl:1][C:2]1[CH:3]=[C:4]([CH:19]=[CH:20][C:21]=1[CH2:22][CH:23]1[CH2:27][CH2:26][N:25]([CH:28]2[CH2:33][CH2:32][CH2:31][CH2:30][CH2:29]2)[C:24]1=[O:34])[O:5][CH2:6][CH2:7][N:8]1C(=O)C2C(=CC=CC=2)C1=O.O.NN, predict the reaction product. The product is: [ClH:1].[NH2:8][CH2:7][CH2:6][O:5][C:4]1[CH:19]=[CH:20][C:21]([CH2:22][CH:23]2[CH2:27][CH2:26][N:25]([CH:28]3[CH2:33][CH2:32][CH2:31][CH2:30][CH2:29]3)[C:24]2=[O:34])=[C:2]([Cl:1])[CH:3]=1. (10) Given the reactants [CH3:1][O:2][C:3]1[CH:10]=[CH:9][C:6]([CH2:7][NH2:8])=[CH:5][CH:4]=1.[F:11][C:12]1[C:21]([I:22])=[C:20]([CH3:23])[CH:19]=[CH:18][C:13]=1[C:14](Cl)=[N:15][OH:16].O, predict the reaction product. The product is: [F:11][C:12]1[C:21]([I:22])=[C:20]([CH3:23])[CH:19]=[CH:18][C:13]=1[C:14](=[N:15][OH:16])[NH:8][CH2:7][C:6]1[CH:9]=[CH:10][C:3]([O:2][CH3:1])=[CH:4][CH:5]=1.